This data is from Catalyst prediction with 721,799 reactions and 888 catalyst types from USPTO. The task is: Predict which catalyst facilitates the given reaction. (1) Reactant: [CH:1]1([N:4]2[C:12]3[CH:11]=[CH:10][N:9]=[CH:8][C:7]=3[N:6]([CH2:13][C:14]3[N:26]([CH2:27][CH2:28][CH:29]([CH3:31])[CH3:30])[C:17]4=[N:18][CH:19]=[C:20]([C:22]([O:24]C)=[O:23])[CH:21]=[C:16]4[N:15]=3)[C:5]2=[O:32])[CH2:3][CH2:2]1.[OH-].[Li+].Cl. Product: [CH:1]1([N:4]2[C:12]3[CH:11]=[CH:10][N:9]=[CH:8][C:7]=3[N:6]([CH2:13][C:14]3[N:26]([CH2:27][CH2:28][CH:29]([CH3:30])[CH3:31])[C:17]4=[N:18][CH:19]=[C:20]([C:22]([OH:24])=[O:23])[CH:21]=[C:16]4[N:15]=3)[C:5]2=[O:32])[CH2:3][CH2:2]1. The catalyst class is: 20. (2) Reactant: Cl.Cl.[NH:3]1[CH2:8][CH2:7][CH:6](/[CH:9]=[C:10]2/[C:11]([NH:16][CH2:17][C:18]#[CH:19])=[N:12][C:13](=[O:15])[S:14]/2)[CH2:5][CH2:4]1.[CH:20]1[C:29]2[C:24](=[CH:25][CH:26]=[CH:27][CH:28]=2)[CH:23]=[CH:22][C:21]=1[CH:30]=O.C(O[BH-](OC(=O)C)OC(=O)C)(=O)C.[Na+].C(=O)([O-])O.[Na+]. Product: [CH:20]1[C:29]2[C:24](=[CH:25][CH:26]=[CH:27][CH:28]=2)[CH:23]=[CH:22][C:21]=1[CH2:30][N:3]1[CH2:8][CH2:7][CH:6](/[CH:9]=[C:10]2/[C:11]([NH:16][CH2:17][C:18]#[CH:19])=[N:12][C:13](=[O:15])[S:14]/2)[CH2:5][CH2:4]1. The catalyst class is: 338. (3) Reactant: [Si]([O:8][CH2:9][C:10]1[CH:15]=[CH:14][C:13]([NH:16][C:17](=[O:25])[CH2:18][S:19][CH2:20][C:21]([O:23][CH3:24])=[O:22])=[CH:12][CH:11]=1)(C(C)(C)C)(C)C.CCCC[N+](CCCC)(CCCC)CCCC.[F-]. Product: [OH:8][CH2:9][C:10]1[CH:15]=[CH:14][C:13]([NH:16][C:17](=[O:25])[CH2:18][S:19][CH2:20][C:21]([O:23][CH3:24])=[O:22])=[CH:12][CH:11]=1. The catalyst class is: 1. (4) Reactant: [CH2:1]([O:8][C:9](=[O:24])[NH:10][C:11]1[CH:16]=[CH:15][C:14]([CH2:17]O)=[CH:13][C:12]=1[O:19][C:20]([F:23])([F:22])[F:21])[C:2]1[CH:7]=[CH:6][CH:5]=[CH:4][CH:3]=1.[Br:25]N1C(=O)CCC1=O.C1C=CC(P(C2C=CC=CC=2)C2C=CC=CC=2)=CC=1. Product: [CH2:1]([O:8][C:9](=[O:24])[NH:10][C:11]1[CH:16]=[CH:15][C:14]([CH2:17][Br:25])=[CH:13][C:12]=1[O:19][C:20]([F:23])([F:22])[F:21])[C:2]1[CH:7]=[CH:6][CH:5]=[CH:4][CH:3]=1. The catalyst class is: 12. (5) Reactant: CC[N:3]=C=NCCCN(C)C.Cl.C1C=CC2N(O)N=NC=2C=1.[CH2:23]([C:25]1([S:34]([C:37]2[CH:42]=[CH:41][CH:40]=[C:39]([C:43]([F:46])([F:45])[F:44])[CH:38]=2)(=[O:36])=[O:35])[CH2:30][CH2:29][O:28][CH:27]([C:31](O)=[O:32])[CH2:26]1)[CH3:24].[NH4+].[Cl-]. Product: [CH2:23]([C:25]1([S:34]([C:37]2[CH:42]=[CH:41][CH:40]=[C:39]([C:43]([F:46])([F:45])[F:44])[CH:38]=2)(=[O:36])=[O:35])[CH2:30][CH2:29][O:28][CH:27]([C:31]([NH2:3])=[O:32])[CH2:26]1)[CH3:24]. The catalyst class is: 20. (6) Reactant: C([Mg]Br)(C)C.I[C:7]1[CH:8]=[N:9][N:10]([C:12]2[C:17]([C:18]([F:21])([F:20])[F:19])=[CH:16][CH:15]=[CH:14][N:13]=2)[CH:11]=1.CON(C)[C:25](=[O:27])[CH3:26].[Cl-].[NH4+]. Product: [F:19][C:18]([F:21])([F:20])[C:17]1[C:12]([N:10]2[CH:11]=[C:7]([C:25](=[O:27])[CH3:26])[CH:8]=[N:9]2)=[N:13][CH:14]=[CH:15][CH:16]=1. The catalyst class is: 1. (7) Reactant: [CH:1](=[O:4])[CH2:2]O.[NH2:5][C:6]1[CH:11]=[CH:10][CH:9]=[CH:8][CH:7]=1.C(O[BH-](OC(=O)C)OC(=O)C)(=O)C.[Na+]. Product: [C:6]1([NH:5][CH2:2][CH2:1][OH:4])[CH:11]=[CH:10][CH:9]=[CH:8][CH:7]=1. The catalyst class is: 26.